From a dataset of Forward reaction prediction with 1.9M reactions from USPTO patents (1976-2016). Predict the product of the given reaction. Given the reactants [OH:1][C:2]1[N:6]([C:7]2[CH:12]=[C:11]([C:13]#[N:14])[CH:10]=[CH:9][N:8]=2)[N:5]=[CH:4][CH:3]=1.[F:15][C:16]1[CH:17]=[C:18]2[C:23](=[CH:24][CH:25]=1)[CH:22](O)[CH2:21][CH2:20][CH2:19]2, predict the reaction product. The product is: [F:15][C:16]1[CH:17]=[C:18]2[C:23](=[CH:24][CH:25]=1)[CH:22]([O:1][C:2]1[N:6]([C:7]3[CH:12]=[C:11]([C:13]#[N:14])[CH:10]=[CH:9][N:8]=3)[N:5]=[CH:4][CH:3]=1)[CH2:21][CH2:20][CH2:19]2.